Dataset: Catalyst prediction with 721,799 reactions and 888 catalyst types from USPTO. Task: Predict which catalyst facilitates the given reaction. (1) Reactant: Br[C:2]1[C:10]2[C:5](=[CH:6][C:7]([C:11]3[CH:12]=[C:13]([CH:19]=[C:20]([F:23])[C:21]=3[CH3:22])[C:14]([NH:16][CH2:17][CH3:18])=[O:15])=[CH:8][CH:9]=2)[NH:4][N:3]=1.[F:24][C:25]1[CH:30]=[CH:29][C:28](B(O)O)=[C:27]([CH3:34])[CH:26]=1.C(=O)([O-])O.[Na+]. Product: [CH2:17]([NH:16][C:14](=[O:15])[C:13]1[CH:12]=[C:11]([C:7]2[CH:6]=[C:5]3[C:10]([C:2]([C:28]4[CH:29]=[CH:30][C:25]([F:24])=[CH:26][C:27]=4[CH3:34])=[N:3][NH:4]3)=[CH:9][CH:8]=2)[C:21]([CH3:22])=[C:20]([F:23])[CH:19]=1)[CH3:18]. The catalyst class is: 32. (2) Product: [CH:1]1([O:6][C:7]2[N:12]=[C:11]([CH2:13][C:14]3[CH:15]=[CH:16][C:17]([CH2:20][C:21]([NH2:29])=[O:23])=[CH:18][CH:19]=3)[CH:10]=[C:9]([C:25]([F:28])([F:27])[F:26])[N:8]=2)[CH2:2][CH2:3][CH2:4][CH2:5]1. Reactant: [CH:1]1([O:6][C:7]2[N:12]=[C:11]([CH2:13][C:14]3[CH:19]=[CH:18][C:17]([CH2:20][C:21]([O:23]C)=O)=[CH:16][CH:15]=3)[CH:10]=[C:9]([C:25]([F:28])([F:27])[F:26])[N:8]=2)[CH2:5][CH2:4][CH2:3][CH2:2]1.[NH3:29]. The catalyst class is: 5. (3) Reactant: [CH3:1][O:2][C:3]1[CH:8]=[CH:7][C:6](B(O)O)=[CH:5][CH:4]=1.Cl.Cl[C:14]1[CH:19]=[CH:18][N:17]=[CH:16][C:15]=1[N+:20]([O-:22])=[O:21].C([O-])([O-])=O.[K+].[K+]. Product: [N+:20]([C:15]1[CH:16]=[N:17][CH:18]=[CH:19][C:14]=1[C:6]1[CH:7]=[CH:8][C:3]([O:2][CH3:1])=[CH:4][CH:5]=1)([O-:22])=[O:21]. The catalyst class is: 104. (4) Reactant: [CH3:1][C:2]1[CH:3]=[CH:4][C:5](S(O)(=O)=O)=[CH:6][CH:7]=1.[C:12]1(=[O:18])CC[CH2:15][CH2:14][CH2:13]1.CC(CCO)=C. Product: [CH3:15][C:14]1[CH2:1][C:2]2([CH2:3][CH2:4][CH2:5][CH2:6][CH2:7]2)[O:18][CH2:12][CH:13]=1. The catalyst class is: 11. (5) Reactant: [F:1][C:2]1([F:14])[CH2:7][CH2:6][N:5]([CH2:8][CH2:9][C:10]([CH3:13])([NH2:12])[CH3:11])[CH2:4][CH2:3]1.[C:15](ON1C(=O)CCC1=O)([O:17][CH2:18][C:19]1[CH:24]=[CH:23][CH:22]=[CH:21][CH:20]=1)=[O:16]. Product: [F:14][C:2]1([F:1])[CH2:3][CH2:4][N:5]([CH2:8][CH2:9][C:10]([NH:12][C:15](=[O:16])[O:17][CH2:18][C:19]2[CH:24]=[CH:23][CH:22]=[CH:21][CH:20]=2)([CH3:11])[CH3:13])[CH2:6][CH2:7]1. The catalyst class is: 1. (6) Reactant: [N+:1]([C:4]1[CH:9]=[CH:8][C:7]([S:10](Cl)(=[O:12])=[O:11])=[CH:6][CH:5]=1)([O-:3])=[O:2].[NH2:14][C:15]1[C:16]([CH3:21])=[CH:17][CH:18]=[CH:19][CH:20]=1.N1C=CC=CC=1.Cl. Product: [N+:1]([C:4]1[CH:9]=[CH:8][C:7]([S:10]([NH:14][C:15]2[CH:20]=[CH:19][CH:18]=[CH:17][C:16]=2[CH3:21])(=[O:12])=[O:11])=[CH:6][CH:5]=1)([O-:3])=[O:2]. The catalyst class is: 26. (7) Reactant: [NH2:1][C:2]1[C:6]2[CH:7]=[C:8]([Br:11])[CH:9]=[CH:10][C:5]=2[O:4][C:3]=1[C:12]([NH2:14])=[O:13].[OH:15][C:16]1[CH:23]=[CH:22][CH:21]=[CH:20][C:17]=1[CH:18]=O.Cl. Product: [Br:11][C:8]1[CH:9]=[CH:10][C:5]2[O:4][C:3]3[C:12](=[O:13])[NH:14][C:18]([C:17]4[CH:20]=[CH:21][CH:22]=[CH:23][C:16]=4[OH:15])=[N:1][C:2]=3[C:6]=2[CH:7]=1. The catalyst class is: 8.